This data is from Forward reaction prediction with 1.9M reactions from USPTO patents (1976-2016). The task is: Predict the product of the given reaction. (1) Given the reactants [C:1]([OH:9])(=O)[C:2]1[CH:7]=[CH:6][N:5]=[CH:4][CH:3]=1.C1C=CC2N(O)N=NC=2C=1.CCN=C=NCCCN(C)C.CCN(CC)CC.[CH3:38][O:39][C:40]1[CH:49]=[C:48]([O:50][CH3:51])[CH:47]=[C:46]2[C:41]=1[C:42](=[O:64])[NH:43][C:44]([C:52]1[CH:57]=[CH:56][C:55]([N:58]3[CH2:63][CH2:62][NH:61][CH2:60][CH2:59]3)=[CH:54][CH:53]=1)=[N:45]2, predict the reaction product. The product is: [C:1]([N:61]1[CH2:62][CH2:63][N:58]([C:55]2[CH:56]=[CH:57][C:52]([C:44]3[NH:43][C:42](=[O:64])[C:41]4[C:46](=[CH:47][C:48]([O:50][CH3:51])=[CH:49][C:40]=4[O:39][CH3:38])[N:45]=3)=[CH:53][CH:54]=2)[CH2:59][CH2:60]1)(=[O:9])[C:2]1[CH:3]=[CH:4][N:5]=[CH:6][CH:7]=1. (2) Given the reactants [CH2:1]([O:3][C:4](=[O:12])[CH2:5][C:6]1[N:7]=[C:8]([NH2:11])[S:9][CH:10]=1)[CH3:2].[CH3:13][O:14][CH2:15][CH2:16][Br:17], predict the reaction product. The product is: [BrH:17].[NH:11]=[C:8]1[N:7]([CH2:16][CH2:15][O:14][CH3:13])[C:6]([CH2:5][C:4]([O:3][CH2:1][CH3:2])=[O:12])=[CH:10][S:9]1. (3) Given the reactants [NH2:1][C:2]1[C:11]2[N:10]=[CH:9][C:8]([CH2:12][CH2:13][C:14]3[CH:21]=[CH:20][C:17]([CH:18]=O)=[CH:16][CH:15]=3)=[CH:7][C:6]=2[C:5]2[CH:22]=[CH:23][C:24]([CH3:26])=[CH:25][C:4]=2[N:3]=1.[NH:27]1[CH2:31][CH2:30][CH2:29][CH2:28]1.C(O)(C(F)(F)F)=O, predict the reaction product. The product is: [CH3:26][C:24]1[CH:23]=[CH:22][C:5]2=[C:6]3[C:11](=[C:2]([NH2:1])[N:3]=[C:4]2[CH:25]=1)[N:10]=[CH:9][C:8]([CH2:12][CH2:13][C:14]1[CH:15]=[CH:16][C:17]([CH2:18][N:27]2[CH2:31][CH2:30][CH2:29][CH2:28]2)=[CH:20][CH:21]=1)=[CH:7]3. (4) Given the reactants [F:1][C:2]1[CH:11]=[CH:10][CH:9]=[C:8]2[C:3]=1[C:4]([CH2:21][C:22]([NH2:24])=[O:23])=[N:5][C:6]([N:12]1[CH2:17][CH2:16][N:15]3[CH2:18][CH2:19][CH2:20][C@@H:14]3[CH2:13]1)=[N:7]2.C[O:26][C:27](=O)[C:28]([C:30]1[C:31]2[CH:44]=[CH:43][S:42][C:32]=2[N:33](C(OC(C)(C)C)=O)[CH:34]=1)=O.O(C(C)(C)C)[K].O, predict the reaction product. The product is: [F:1][C:2]1[CH:11]=[CH:10][CH:9]=[C:8]2[C:3]=1[C:4]([C:21]1[C:22](=[O:23])[NH:24][C:27](=[O:26])[C:28]=1[C:30]1[C:31]3[CH:44]=[CH:43][S:42][C:32]=3[NH:33][CH:34]=1)=[N:5][C:6]([N:12]1[CH2:17][CH2:16][N:15]3[CH2:18][CH2:19][CH2:20][C@@H:14]3[CH2:13]1)=[N:7]2. (5) Given the reactants [NH2:1][C:2]1[CH:7]=[CH:6][N:5]=[CH:4][CH:3]=1.CCN(C(C)C)C(C)C.[CH2:17]([O:24][C:25]([NH:27][CH2:28][C:29]([C:31]1[CH:39]=[CH:38][C:34]([C:35](Cl)=[O:36])=[CH:33][CH:32]=1)=[O:30])=[O:26])[C:18]1[CH:23]=[CH:22][CH:21]=[CH:20][CH:19]=1, predict the reaction product. The product is: [CH2:17]([O:24][C:25](=[O:26])[NH:27][CH2:28][C:29](=[O:30])[C:31]1[CH:32]=[CH:33][C:34]([C:35](=[O:36])[NH:1][C:2]2[CH:7]=[CH:6][N:5]=[CH:4][CH:3]=2)=[CH:38][CH:39]=1)[C:18]1[CH:23]=[CH:22][CH:21]=[CH:20][CH:19]=1. (6) Given the reactants [C:1]([O:5][C:6]([N:8]1[CH2:12][C@H:11]([NH:13][C:14]([C:16]2[S:17][C:18]([Cl:21])=[CH:19][CH:20]=2)=[O:15])[CH2:10][C@H:9]1[CH:22]=O)=[O:7])([CH3:4])([CH3:3])[CH3:2].[F:24][CH:25]([F:28])[CH2:26][NH2:27].[BH3-]C#N.[Na+].O, predict the reaction product. The product is: [C:1]([O:5][C:6]([N:8]1[CH2:12][C@H:11]([NH:13][C:14]([C:16]2[S:17][C:18]([Cl:21])=[CH:19][CH:20]=2)=[O:15])[CH2:10][C@H:9]1[CH2:22][NH:27][CH2:26][CH:25]([F:28])[F:24])=[O:7])([CH3:2])([CH3:3])[CH3:4]. (7) Given the reactants C(P(C(C)(C)C)C(C)(C)C)(C)(C)C.Br[C:15]1[CH:16]=[CH:17][C:18]2[N:23]([CH:24]3[CH2:28][CH2:27][N:26]([C:29]([O:31][C:32]([CH3:35])([CH3:34])[CH3:33])=[O:30])[CH2:25]3)[CH2:22][CH2:21][S:20][C:19]=2[CH:36]=1.[Li+].C[Si]([N-:42][Si](C)(C)C)(C)C.CCCC[N+](CCCC)(CCCC)CCCC.[F-], predict the reaction product. The product is: [NH2:42][C:15]1[CH:16]=[CH:17][C:18]2[N:23]([CH:24]3[CH2:28][CH2:27][N:26]([C:29]([O:31][C:32]([CH3:35])([CH3:34])[CH3:33])=[O:30])[CH2:25]3)[CH2:22][CH2:21][S:20][C:19]=2[CH:36]=1. (8) Given the reactants [C:1]([O:5][C:6]([N:8]1[C@H:13]([C:14]([OH:16])=O)[CH2:12][C@@H:11]2[C@H:9]1[CH2:10]2)=[O:7])([CH3:4])([CH3:3])[CH3:2].C(N(CC)CC)C.C(OC(Cl)=O)C.Cl.[F:31][CH:32]([F:41])[O:33][C:34]1[N:39]=[C:38]([NH2:40])[CH:37]=[CH:36][CH:35]=1, predict the reaction product. The product is: [C:1]([O:5][C:6]([N:8]1[C@H:13]([C:14](=[O:16])[NH:40][C:38]2[CH:37]=[CH:36][CH:35]=[C:34]([O:33][CH:32]([F:41])[F:31])[N:39]=2)[CH2:12][C@@H:11]2[C@H:9]1[CH2:10]2)=[O:7])([CH3:2])([CH3:3])[CH3:4]. (9) Given the reactants [Cl:1][C:2]1[CH:24]=[CH:23][C:5]([O:6][C:7]([N:9]([CH3:22])[C@H:10]2[CH2:15][CH2:14][C@H:13]([CH2:16]OS(C)(=O)=O)[CH2:12][CH2:11]2)=[O:8])=[CH:4][CH:3]=1.[C:25]([O-:28])(=[S:27])[CH3:26].[K+], predict the reaction product. The product is: [Cl:1][C:2]1[CH:3]=[CH:4][C:5]([O:6][C:7]([N:9]([CH3:22])[C@H:10]2[CH2:11][CH2:12][C@H:13]([CH2:16][S:27][C:25](=[O:28])[CH3:26])[CH2:14][CH2:15]2)=[O:8])=[CH:23][CH:24]=1. (10) Given the reactants [CH2:1]([O:8][C:9]([CH2:11][C:12]([NH:14][CH2:15][C:16]([OH:18])=O)=[O:13])=[O:10])[C:2]1[CH:7]=[CH:6][CH:5]=[CH:4][CH:3]=1.C(N1C=CN=C1)(N1C=CN=C1)=O.[C:31]([O:34][CH2:35][CH3:36])(=[O:33])[CH3:32].C[Si]([N-][Si](C)(C)C)(C)C.[Li+].[N-]1C=CN=C1, predict the reaction product. The product is: [CH2:1]([O:8][C:9]([CH2:11][C:12]([NH:14][CH2:15][C:16](=[O:18])[CH2:32][C:31]([O:34][CH2:35][CH3:36])=[O:33])=[O:13])=[O:10])[C:2]1[CH:3]=[CH:4][CH:5]=[CH:6][CH:7]=1.